From a dataset of Full USPTO retrosynthesis dataset with 1.9M reactions from patents (1976-2016). Predict the reactants needed to synthesize the given product. (1) Given the product [Cl:18][CH2:17][CH2:16][CH2:15][N:4]1[CH2:5][CH2:6][N:1]([C:7]([O:9][C:10]([CH3:13])([CH3:12])[CH3:11])=[O:8])[CH2:2][CH2:3]1, predict the reactants needed to synthesize it. The reactants are: [N:1]1([C:7]([O:9][C:10]([CH3:13])([CH3:12])[CH3:11])=[O:8])[CH2:6][CH2:5][NH:4][CH2:3][CH2:2]1.Br[CH2:15][CH2:16][CH2:17][Cl:18].C(=O)([O-])[O-].[K+].[K+].[I-].[Na+]. (2) Given the product [ClH:51].[ClH:51].[CH3:50][O:49][C:45]1[CH:44]=[C:43]([C@H:41]([NH:40][C@H:37]2[CH2:38][CH2:39][NH:35][CH2:36]2)[CH3:42])[CH:48]=[CH:47][CH:46]=1, predict the reactants needed to synthesize it. The reactants are: C(C1C=CC(N2CC[C@H](N[C@@H](C3C4C(=CC=CC=4)C=CC=3)C)C2)=CC=1)(=O)C.C([N:35]1[CH2:39][CH2:38][C@H:37]([NH:40][C@@H:41]([C:43]2[CH:48]=[CH:47][CH:46]=[C:45]([O:49][CH3:50])[CH:44]=2)[CH3:42])[CH2:36]1)C1C=CC=CC=1.[ClH:51]. (3) Given the product [F:1][C:2]1[CH:7]=[CH:6][C:5]([C:8]2[CH:13]=[CH:12][N:11]=[C:10]([NH:14][C:15]3[CH:20]=[CH:19][CH:18]=[C:17]([NH2:21])[CH:16]=3)[CH:9]=2)=[C:4]([O:24][CH3:25])[CH:3]=1, predict the reactants needed to synthesize it. The reactants are: [F:1][C:2]1[CH:7]=[CH:6][C:5]([C:8]2[CH:13]=[CH:12][N:11]=[C:10]([NH:14][C:15]3[CH:20]=[CH:19][CH:18]=[C:17]([N+:21]([O-])=O)[CH:16]=3)[CH:9]=2)=[C:4]([O:24][CH3:25])[CH:3]=1. (4) Given the product [F:1][C:2]1[CH:7]=[C:6]([F:8])[C:5](=[O:9])[N:4]([CH3:14])[C:3]=1[C:10]#[N:11], predict the reactants needed to synthesize it. The reactants are: [F:1][C:2]1[CH:7]=[C:6]([F:8])[C:5](=[O:9])[NH:4][C:3]=1[C:10]#[N:11].[H-].[Li+].[CH3:14]I. (5) Given the product [F:2][C:3]([F:19])([F:20])[C:4]1[CH:5]=[C:6]([CH:16]=[CH:17][CH:18]=1)[O:7][C:8]1[CH:9]=[CH:10][C:11]([NH:14][NH:15][C:28]([O:30][CH:31]([CH3:33])[CH3:32])=[O:29])=[CH:12][CH:13]=1, predict the reactants needed to synthesize it. The reactants are: Cl.[F:2][C:3]([F:20])([F:19])[C:4]1[CH:5]=[C:6]([CH:16]=[CH:17][CH:18]=1)[O:7][C:8]1[CH:13]=[CH:12][C:11]([NH:14][NH2:15])=[CH:10][CH:9]=1.N1C=CC=CC=1.Cl[C:28]([O:30][CH:31]([CH3:33])[CH3:32])=[O:29]. (6) Given the product [Cl:12][C:13]1[CH:18]=[CH:17][CH:16]=[CH:15][C:14]=1[C:2]1[CH:10]=[CH:9][CH:8]=[C:7]2[C:3]=1[C:4]([NH2:11])=[N:5][NH:6]2, predict the reactants needed to synthesize it. The reactants are: Cl[C:2]1[CH:10]=[CH:9][CH:8]=[C:7]2[C:3]=1[C:4]([NH2:11])=[N:5][NH:6]2.[Cl:12][C:13]1[CH:18]=[CH:17][CH:16]=[CH:15][C:14]=1B(O)O.P([O-])([O-])([O-])=O.[K+].[K+].[K+]. (7) Given the product [C:1]1([C:7]2[N:14]3[C:10]([S:11][CH:12]=[N:13]3)=[N:9][C:8]=2[C:15]2[CH:16]=[CH:17][C:18]([CH2:19][OH:20])=[CH:23][CH:24]=2)[CH:2]=[CH:3][CH:4]=[CH:5][CH:6]=1, predict the reactants needed to synthesize it. The reactants are: [C:1]1([C:7]2[N:14]3[C:10]([S:11][CH:12]=[N:13]3)=[N:9][C:8]=2[C:15]2[CH:24]=[CH:23][C:18]([C:19](OC)=[O:20])=[CH:17][CH:16]=2)[CH:6]=[CH:5][CH:4]=[CH:3][CH:2]=1.CC(C[AlH]CC(C)C)C. (8) Given the product [CH3:1][O:2][C:3](=[O:23])[C:4]([NH2:15])([CH3:14])[CH2:5][NH:6][C:7]1[CH:12]=[CH:11][C:10]([F:13])=[CH:9][CH:8]=1, predict the reactants needed to synthesize it. The reactants are: [CH3:1][O:2][C:3](=[O:23])[C:4]([NH:15]C(OC(C)(C)C)=O)([CH3:14])[CH2:5][NH:6][C:7]1[CH:12]=[CH:11][C:10]([F:13])=[CH:9][CH:8]=1.Cl.[OH-].[Na+]. (9) Given the product [NH3:4].[CH2:33]([NH:40][C:10](=[O:12])[C:9]1[CH:13]=[CH:14][CH:15]=[C:7]([CH2:6][C@H:5]([NH:4][CH2:3][C@H:2]([OH:1])[C:17]2[CH:22]=[CH:21][C:20]([OH:23])=[C:19]([CH2:24][OH:25])[CH:18]=2)[CH3:16])[CH:8]=1)[C:34]1[CH:39]=[CH:38][CH:37]=[CH:36][CH:35]=1, predict the reactants needed to synthesize it. The reactants are: [OH:1][C@H:2]([C:17]1[CH:22]=[CH:21][C:20]([OH:23])=[C:19]([CH2:24][OH:25])[CH:18]=1)[CH2:3][NH:4][C@H:5]([CH3:16])[CH2:6][C:7]1[CH:8]=[C:9]([CH:13]=[CH:14][CH:15]=1)[C:10]([OH:12])=O.C(N(CC)CC)C.[CH2:33]([NH2:40])[C:34]1[CH:39]=[CH:38][CH:37]=[CH:36][CH:35]=1.C1C=CC2N(O)N=NC=2C=1. (10) Given the product [CH3:11][N:12]1[C:16]([O:17][S:23]([C:22]([F:27])([F:28])[C:21]([F:29])([F:30])[C:20]([F:19])([F:35])[C:31]([F:34])([F:33])[F:32])(=[O:25])=[O:24])=[CH:15][C:14]([Br:18])=[N:13]1, predict the reactants needed to synthesize it. The reactants are: C[Si]([N-][Si](C)(C)C)(C)C.[Na+].[CH3:11][N:12]1[C:16](=[O:17])[CH:15]=[C:14]([Br:18])[NH:13]1.[F:19][C:20]([F:35])([C:31]([F:34])([F:33])[F:32])[C:21]([F:30])([F:29])[C:22]([F:28])([F:27])[S:23](F)(=[O:25])=[O:24].